Task: Predict the reactants needed to synthesize the given product.. Dataset: Full USPTO retrosynthesis dataset with 1.9M reactions from patents (1976-2016) (1) Given the product [CH2:1]([N:8]([CH2:19][C:20]1[CH:21]=[CH:22][C:23]([O:24][C:25]2[CH:26]=[CH:27][C:28]([Br:32])=[C:29]([CH:30]=2)[O:31][CH2:36][C:35]([OH:39])=[O:38])=[CH:33][CH:34]=1)[C:9]1[CH:14]=[CH:13][CH:12]=[C:11]([N+:15]([O-:17])=[O:16])[C:10]=1[CH3:18])[C:2]1[CH:3]=[CH:4][CH:5]=[CH:6][CH:7]=1, predict the reactants needed to synthesize it. The reactants are: [CH2:1]([N:8]([CH2:19][C:20]1[CH:34]=[CH:33][C:23]([O:24][C:25]2[CH:26]=[CH:27][C:28]([Br:32])=[C:29]([OH:31])[CH:30]=2)=[CH:22][CH:21]=1)[C:9]1[CH:14]=[CH:13][CH:12]=[C:11]([N+:15]([O-:17])=[O:16])[C:10]=1[CH3:18])[C:2]1[CH:7]=[CH:6][CH:5]=[CH:4][CH:3]=1.[C:35]([O:39]CC)(=[O:38])[CH2:36]O. (2) Given the product [CH3:11][N:12]1[CH2:18][CH2:17][CH2:16][N:15]([C:2]2[CH:7]=[CH:6][C:5]([N+:8]([O-:10])=[O:9])=[CH:4][N:3]=2)[CH2:14][CH2:13]1, predict the reactants needed to synthesize it. The reactants are: Cl[C:2]1[CH:7]=[CH:6][C:5]([N+:8]([O-:10])=[O:9])=[CH:4][N:3]=1.[CH3:11][N:12]1[CH2:18][CH2:17][CH2:16][NH:15][CH2:14][CH2:13]1.CCN(C(C)C)C(C)C. (3) Given the product [F:1][C:2]1[CH:7]=[CH:6][C:5]([S:8]([C:11]2[CH:16]=[CH:15][CH:14]=[CH:13][C:12]=2[CH2:17][Br:20])(=[O:10])=[O:9])=[CH:4][CH:3]=1, predict the reactants needed to synthesize it. The reactants are: [F:1][C:2]1[CH:7]=[CH:6][C:5]([S:8]([C:11]2[CH:16]=[CH:15][CH:14]=[CH:13][C:12]=2[CH2:17]O)(=[O:10])=[O:9])=[CH:4][CH:3]=1.P(Br)(Br)[Br:20].S([O-])([O-])(=O)=S.[Na+].[Na+].[Cl-].[Na+]. (4) The reactants are: [O:1]1[C:10]2[C:5](=[CH:6][CH:7]=[CH:8][CH:9]=2)[C:4](=O)[CH2:3][CH2:2]1.Cl.[Br:13][C:14]1[CH:19]=[CH:18][C:17]([NH:20]N)=[CH:16][CH:15]=1. Given the product [Br:13][C:14]1[CH:15]=[C:16]2[C:17](=[CH:18][CH:19]=1)[NH:20][C:4]1[C:5]3[CH:6]=[CH:7][CH:8]=[CH:9][C:10]=3[O:1][CH2:2][C:3]2=1, predict the reactants needed to synthesize it.